Dataset: Forward reaction prediction with 1.9M reactions from USPTO patents (1976-2016). Task: Predict the product of the given reaction. (1) Given the reactants [Br:1][C:2]1[CH:7]=[CH:6][C:5]([CH2:8]O)=[C:4]([F:10])[C:3]=1[F:11].P(Br)(Br)[Br:13], predict the reaction product. The product is: [Br:1][C:2]1[CH:7]=[CH:6][C:5]([CH2:8][Br:13])=[C:4]([F:10])[C:3]=1[F:11]. (2) Given the reactants [Cl:1][C:2]1[N:6]([CH3:7])[N:5]=[C:4]([C:8]([F:11])([F:10])[F:9])[C:3]=1[C:12]([OH:14])=O.[C:15]([CH2:17]C(OC(C)(C)C)=O)#[N:16].C(OP(C#N)(=O)OCC)C.C(N(CC)CC)C, predict the reaction product. The product is: [Cl:1][C:2]1[N:6]([CH3:7])[N:5]=[C:4]([C:8]([F:11])([F:10])[F:9])[C:3]=1[C:12](=[O:14])[CH2:17][C:15]#[N:16]. (3) Given the reactants [CH3:1][C:2]1[C:6]([C:7]([NH:9][C:10]2[CH:15]=[CH:14][C:13]([CH2:16][C:17]([O:19][CH2:20][CH3:21])=[O:18])=[CH:12][C:11]=2[N+:22]([O-])=O)=O)=[C:5]([CH3:25])[O:4][N:3]=1, predict the reaction product. The product is: [CH3:1][C:2]1[C:6]([C:7]2[NH:22][C:11]3[CH:12]=[C:13]([CH2:16][C:17]([O:19][CH2:20][CH3:21])=[O:18])[CH:14]=[CH:15][C:10]=3[N:9]=2)=[C:5]([CH3:25])[O:4][N:3]=1. (4) Given the reactants [C:1]([O:5][CH3:6])(=[O:4])[CH2:2][SH:3].C(N(CC)CC)C.[Br:14][C:15]1[CH:22]=[CH:21][CH:20]=[C:19](F)[C:16]=1[CH:17]=O, predict the reaction product. The product is: [Br:14][C:15]1[C:16]2[CH:17]=[C:2]([C:1]([O:5][CH3:6])=[O:4])[S:3][C:19]=2[CH:20]=[CH:21][CH:22]=1. (5) Given the reactants N1C=CC=CC=1.S([O:14][S:15]([C:18]([F:21])([F:20])[F:19])(=[O:17])=[O:16])(C(F)(F)F)(=O)=O.[CH2:22]([CH:29]([CH2:32]O)[CH2:30][OH:31])[C:23]1[CH:28]=[CH:27][CH:26]=[CH:25][CH:24]=1.[OH2:34], predict the reaction product. The product is: [F:19][C:18]([F:21])([F:20])[S:15]([O:31][CH2:30][CH:29]([CH2:22][C:23]1[CH:28]=[CH:27][CH:26]=[CH:25][CH:24]=1)[CH2:32][O:14][S:15]([C:18]([F:19])([F:20])[F:21])(=[O:16])=[O:17])(=[O:14])=[O:34].